Task: Predict the product of the given reaction.. Dataset: Forward reaction prediction with 1.9M reactions from USPTO patents (1976-2016) (1) The product is: [S:1]1[CH:5]=[CH:4][CH:3]=[C:2]1[CH:6]([CH3:13])[C:7]([O:9][CH3:10])=[O:8]. Given the reactants [S:1]1[CH:5]=[CH:4][CH:3]=[C:2]1[CH2:6][C:7]([O:9][CH3:10])=[O:8].[H-].[Na+].[CH3:13]I, predict the reaction product. (2) Given the reactants [H-].[Na+].[I:3][C:4]1[CH:5]=[N:6][NH:7][CH:8]=1.Cl[CH2:10][CH2:11][N:12]1[CH2:16][CH2:15][CH2:14][CH2:13]1, predict the reaction product. The product is: [I:3][C:4]1[CH:5]=[N:6][N:7]([CH2:10][CH2:11][N:12]2[CH2:16][CH2:15][CH2:14][CH2:13]2)[CH:8]=1. (3) The product is: [C:13]([C:17]1[CH:22]=[CH:21][C:20]([N:3]2[C:4]3[C:9](=[CH:8][CH:7]=[CH:6][CH:5]=3)[C:10]([CH:11]=[O:12])=[C:2]2[Cl:1])=[CH:19][CH:18]=1)([CH3:16])([CH3:15])[CH3:14]. Given the reactants [Cl:1][C:2]1[NH:3][C:4]2[C:9]([C:10]=1[CH:11]=[O:12])=[CH:8][CH:7]=[CH:6][CH:5]=2.[C:13]([C:17]1[CH:22]=[CH:21][C:20](B(O)O)=[CH:19][CH:18]=1)([CH3:16])([CH3:15])[CH3:14].N1C=CC=CC=1, predict the reaction product. (4) Given the reactants CN(C)CCCN=C=NCC.[NH2:12][C:13]1[CH:18]=[CH:17][C:16]([N:19]([CH2:27][CH2:28][C:29]2[CH:34]=[CH:33][CH:32]=[CH:31][N:30]=2)C(=O)OC(C)(C)C)=[CH:15][CH:14]=1.[CH3:35][C:36]1[CH:44]=[CH:43][C:39]([C:40](O)=[O:41])=[C:38]([N:45]2[CH2:49][CH2:48][CH2:47][CH2:46]2)[CH:37]=1.O.ON1C2C=CC=CC=2N=N1.Cl.C(=O)([O-])[O-].[K+].[K+], predict the reaction product. The product is: [CH3:35][C:36]1[CH:44]=[CH:43][C:39]([C:40]([NH:12][C:13]2[CH:14]=[CH:15][C:16]([NH:19][CH2:27][CH2:28][C:29]3[CH:34]=[CH:33][CH:32]=[CH:31][N:30]=3)=[CH:17][CH:18]=2)=[O:41])=[C:38]([N:45]2[CH2:49][CH2:48][CH2:47][CH2:46]2)[CH:37]=1. (5) Given the reactants [NH2:1][C:2]1[C:3]([C:7]2[NH:26][C:10]3=[CH:11][C:12]4[C:13]([CH2:24][CH3:25])([CH2:22][CH3:23])[C:14](=[O:21])[N:15]([CH:18]([CH3:20])[CH3:19])[C:16]=4[CH:17]=[C:9]3[N:8]=2)=[N:4][NH:5][CH:6]=1.[CH2:27]([N:29]([CH2:33][CH3:34])[C:30](Cl)=[O:31])[CH3:28], predict the reaction product. The product is: [CH2:24]([C:13]1([CH2:22][CH3:23])[C:12]2[CH:11]=[C:10]3[NH:26][C:7]([C:3]4[C:2]([NH:1][C:30](=[O:31])[N:29]([CH2:33][CH3:34])[CH2:27][CH3:28])=[CH:6][NH:5][N:4]=4)=[N:8][C:9]3=[CH:17][C:16]=2[N:15]([CH:18]([CH3:20])[CH3:19])[C:14]1=[O:21])[CH3:25]. (6) Given the reactants CN(C(ON1N=NC2C=CC=NC1=2)=[N+](C)C)C.F[P-](F)(F)(F)(F)F.[C:25]1([CH2:31][C:32]([OH:34])=O)[CH:30]=[CH:29][CH:28]=[CH:27][CH:26]=1.CCN(C(C)C)C(C)C.[NH:44]1[CH2:49][CH2:48][CH:47]([CH2:50][N:51]2[C:59]3[C:54](=[CH:55][C:56]([C:60]4[CH:61]=[N:62][N:63]([CH:65]5[CH2:70][CH2:69][CH2:68][CH2:67][O:66]5)[CH:64]=4)=[CH:57][CH:58]=3)[CH:53]=[N:52]2)[CH2:46][CH2:45]1, predict the reaction product. The product is: [C:25]1([CH2:31][C:32]([N:44]2[CH2:49][CH2:48][CH:47]([CH2:50][N:51]3[C:59]4[C:54](=[CH:55][C:56]([C:60]5[CH:61]=[N:62][N:63]([CH:65]6[CH2:70][CH2:69][CH2:68][CH2:67][O:66]6)[CH:64]=5)=[CH:57][CH:58]=4)[CH:53]=[N:52]3)[CH2:46][CH2:45]2)=[O:34])[CH:26]=[CH:27][CH:28]=[CH:29][CH:30]=1. (7) Given the reactants Br[C:2]1[C:11]2[C:6](=[CH:7][C:8]([O:14][CH3:15])=[C:9]([O:12][CH3:13])[CH:10]=2)[N:5]=[N:4][CH:3]=1.[F:16][C:17]1[CH:22]=[CH:21][C:20]([C:23]2([CH3:29])[O:28][CH2:27][CH2:26][NH:25][CH2:24]2)=[CH:19][CH:18]=1.CC1(C)C2C=CC=C(P(C3C=CC=CC=3)C3C=CC=CC=3)C=2OC2C1=CC=CC=2P(C1C=CC=CC=1)C1C=CC=CC=1.CC(C)([O-])C.[Na+].C1(C)C=CC=CC=1.CO, predict the reaction product. The product is: [F:16][C:17]1[CH:18]=[CH:19][C:20]([C:23]2([CH3:29])[O:28][CH2:27][CH2:26][N:25]([C:2]3[C:11]4[C:6](=[CH:7][C:8]([O:14][CH3:15])=[C:9]([O:12][CH3:13])[CH:10]=4)[N:5]=[N:4][CH:3]=3)[CH2:24]2)=[CH:21][CH:22]=1. (8) Given the reactants C1(P(C2CCCCC2)C2C=CC=CC=2C2C(OC)=CC=C(S([O-])(=O)=O)C=2OC)CCCCC1.[Na+].C([O-])([O-])=O.[Cs+].[Cs+].[CH3:41][C:42]1[CH:50]=[CH:49][C:45]([C:46]([OH:48])=[O:47])=[CH:44][C:43]=1B1OC(C)(C)C(C)(C)O1.Br[C:61]1[N:66]=[C:65]2[C:67]([C:77]([NH:79][CH3:80])=[O:78])=[C:68]([C:70]3[CH:75]=[CH:74][C:73]([F:76])=[CH:72][CH:71]=3)[O:69][C:64]2=[CH:63][CH:62]=1, predict the reaction product. The product is: [F:76][C:73]1[CH:72]=[CH:71][C:70]([C:68]2[O:69][C:64]3[C:65](=[N:66][C:61]([C:43]4[CH:44]=[C:45]([CH:49]=[CH:50][C:42]=4[CH3:41])[C:46]([OH:48])=[O:47])=[CH:62][CH:63]=3)[C:67]=2[C:77](=[O:78])[NH:79][CH3:80])=[CH:75][CH:74]=1. (9) The product is: [CH2:1]([NH:9][CH2:13][CH2:12][CH:11]([S:15]([OH:17])(=[O:16])=[O:14])[CH3:10])[CH2:2][CH2:3][CH2:4][CH2:5][CH2:6][CH2:7][CH3:8]. Given the reactants [CH2:1]([NH2:9])[CH2:2][CH2:3][CH2:4][CH2:5][CH2:6][CH2:7][CH3:8].[CH3:10][CH:11]1[S:15](=[O:17])(=[O:16])[O:14][CH2:13][CH2:12]1, predict the reaction product.